Dataset: Peptide-MHC class I binding affinity with 185,985 pairs from IEDB/IMGT. Task: Regression. Given a peptide amino acid sequence and an MHC pseudo amino acid sequence, predict their binding affinity value. This is MHC class I binding data. (1) The peptide sequence is AFPTSCHM. The MHC is HLA-C06:02 with pseudo-sequence HLA-C06:02. The binding affinity (normalized) is 0. (2) The peptide sequence is LERIKANIF. The MHC is HLA-A11:01 with pseudo-sequence HLA-A11:01. The binding affinity (normalized) is 0.0847. (3) The peptide sequence is IIAVFDSKL. The MHC is HLA-A68:02 with pseudo-sequence HLA-A68:02. The binding affinity (normalized) is 0.284. (4) The peptide sequence is AYIDNYNKF. The MHC is HLA-A01:01 with pseudo-sequence HLA-A01:01. The binding affinity (normalized) is 0.0748.